This data is from Full USPTO retrosynthesis dataset with 1.9M reactions from patents (1976-2016). The task is: Predict the reactants needed to synthesize the given product. (1) Given the product [C:15](=[O:16])([O:13][C:10]1[CH:9]=[CH:8][C:7]([C:1]2[CH:2]=[CH:3][CH:4]=[CH:5][CH:6]=2)=[CH:12][CH:11]=1)[NH2:14], predict the reactants needed to synthesize it. The reactants are: [C:1]1([C:7]2[CH:12]=[CH:11][C:10]([OH:13])=[CH:9][CH:8]=2)[CH:6]=[CH:5][CH:4]=[CH:3][CH:2]=1.[NH2:14][C:15](N)=[O:16]. (2) The reactants are: C[Si]([C:5]#[N:6])(C)C.[F-].C([N+](CCCC)(CCCC)CCCC)CCC.Br[CH2:26][C:27]1[C:28]([I:34])=[CH:29][C:30]([F:33])=[N:31][CH:32]=1. Given the product [F:33][C:30]1[N:31]=[CH:32][C:27]([CH2:26][C:5]#[N:6])=[C:28]([I:34])[CH:29]=1, predict the reactants needed to synthesize it. (3) The reactants are: [C:1](O)(=[O:4])[C:2]#[CH:3].N1(C(N2C=CN=C2)=O)C=CN=C1.[CH2:18]([C:20]1[N:21]=[C:22]([CH2:27][C:28]([C:30]2[CH:35]=[CH:34][C:33]([F:36])=[CH:32][CH:31]=2)=[O:29])[NH:23][C:24]=1[CH2:25][CH3:26])[CH3:19]. Given the product [CH2:25]([C:24]1[NH:23][C:22]2[N:21]([C:20]=1[CH2:18][CH3:19])[C:1](=[O:4])[CH:2]=[CH:3][C:27]=2[C:28](=[O:29])[C:30]1[CH:35]=[CH:34][C:33]([F:36])=[CH:32][CH:31]=1)[CH3:26], predict the reactants needed to synthesize it.